Dataset: Forward reaction prediction with 1.9M reactions from USPTO patents (1976-2016). Task: Predict the product of the given reaction. (1) Given the reactants [H-].[Al+3].[Li+].[H-].[H-].[H-].C[O:8][C:9]([C:11]1[N:12]([CH3:17])[N:13]=[C:14]([CH3:16])[CH:15]=1)=O, predict the reaction product. The product is: [CH3:17][N:12]1[C:11]([CH2:9][OH:8])=[CH:15][C:14]([CH3:16])=[N:13]1. (2) Given the reactants [CH3:1][C:2]1[N:3]=[CH:4][C:5]2[C:10]([CH:11]=1)=[CH:9][CH:8]=[CH:7][CH:6]=2.[BH4-].[Na+], predict the reaction product. The product is: [CH3:1][CH:2]1[CH2:11][C:10]2[C:5](=[CH:6][CH:7]=[CH:8][CH:9]=2)[CH2:4][NH:3]1. (3) Given the reactants [C:1]([O:5][C@@H:6]([C:12]1[C:13]([CH3:34])=[N:14][C:15]([CH3:33])=[C:16]([C:26]2[CH:31]=[CH:30][C:29]([OH:32])=[CH:28][CH:27]=2)[C:17]=1[N:18]1[CH2:23][CH2:22][C:21]([CH3:25])([CH3:24])[CH2:20][CH2:19]1)[C:7]([O:9]CC)=[O:8])([CH3:4])([CH3:3])[CH3:2].[CH3:35][C:36]1[S:37][CH:38]=[C:39]([CH2:41][CH2:42]O)[N:40]=1.C1C=CC(P(C2C=CC=CC=2)C2C=CC=CC=2)=CC=1.CCOC(/N=N/C(OCC)=O)=O.[OH-].[Na+], predict the reaction product. The product is: [C:1]([O:5][C@@H:6]([C:12]1[C:13]([CH3:34])=[N:14][C:15]([CH3:33])=[C:16]([C:26]2[CH:31]=[CH:30][C:29]([O:32][CH2:42][CH2:41][C:39]3[N:40]=[C:36]([CH3:35])[S:37][CH:38]=3)=[CH:28][CH:27]=2)[C:17]=1[N:18]1[CH2:23][CH2:22][C:21]([CH3:25])([CH3:24])[CH2:20][CH2:19]1)[C:7]([OH:9])=[O:8])([CH3:3])([CH3:2])[CH3:4]. (4) Given the reactants [CH2:1]([O:3][C:4](=[O:26])[C:5]([NH:7][C:8]1[CH:13]=[C:12]([Cl:14])[C:11]([O:15][C:16]2[CH:21]=[CH:20][C:19]([OH:22])=[C:18]([CH:23]=O)[CH:17]=2)=[C:10]([Cl:25])[CH:9]=1)=[O:6])[CH3:2].[NH2:27][CH:28]1[C:36]2[C:31](=[CH:32][CH:33]=[CH:34][CH:35]=2)[CH2:30][CH2:29]1.C(O[BH-](OC(=O)C)OC(=O)C)(=O)C.[Na+].C(O)(=O)C, predict the reaction product. The product is: [CH2:1]([O:3][C:4](=[O:26])[C:5]([NH:7][C:8]1[CH:13]=[C:12]([Cl:14])[C:11]([O:15][C:16]2[CH:21]=[CH:20][C:19]([OH:22])=[C:18]([CH2:23][NH:27][CH:28]3[C:36]4[C:31](=[CH:32][CH:33]=[CH:34][CH:35]=4)[CH2:30][CH2:29]3)[CH:17]=2)=[C:10]([Cl:25])[CH:9]=1)=[O:6])[CH3:2]. (5) Given the reactants [CH:1]1[C:10]2[C:5](=[CH:6][CH:7]=[CH:8][CH:9]=2)[CH:4]=[CH:3][C:2]=1[C:11]1[C:23]2[CH2:22][C:21]3[C:16](=[CH:17][CH:18]=[CH:19][CH:20]=3)[C:15]=2[C:14]([C:24]#[N:25])=[C:13]([N:26]2[CH2:31][CH2:30][CH2:29][CH2:28][CH2:27]2)[CH:12]=1.[H-].[Na+].C1C[O:37]CC1, predict the reaction product. The product is: [CH:1]1[C:10]2[C:5](=[CH:6][CH:7]=[CH:8][CH:9]=2)[CH:4]=[CH:3][C:2]=1[C:11]1[C:23]2[C:22](=[O:37])[C:21]3[C:16](=[CH:17][CH:18]=[CH:19][CH:20]=3)[C:15]=2[C:14]([C:24]#[N:25])=[C:13]([N:26]2[CH2:31][CH2:30][CH2:29][CH2:28][CH2:27]2)[CH:12]=1. (6) Given the reactants [H-].[Al+3].[Li+].[H-].[H-].[H-].[CH:7]1([C:13](=[O:17])[CH2:14][C:15]#[N:16])[CH2:12][CH2:11][CH2:10][CH2:9][CH2:8]1, predict the reaction product. The product is: [NH2:16][CH2:15][CH2:14][CH:13]([CH:7]1[CH2:12][CH2:11][CH2:10][CH2:9][CH2:8]1)[OH:17]. (7) Given the reactants [CH3:1][O:2][C:3](=[O:9])[C:4]([CH3:8])([CH3:7])[CH2:5][OH:6].N1C(C)=CC=CC=1C.[F:18][C:19]([F:32])([F:31])[S:20](O[S:20]([C:19]([F:32])([F:31])[F:18])(=[O:22])=[O:21])(=[O:22])=[O:21], predict the reaction product. The product is: [CH3:1][O:2][C:3](=[O:9])[C:4]([CH3:8])([CH3:7])[CH2:5][O:6][S:20]([C:19]([F:32])([F:31])[F:18])(=[O:22])=[O:21].